From a dataset of Reaction yield outcomes from USPTO patents with 853,638 reactions. Predict the reaction yield, written as a fraction of the theoretical maximum amount of product (1.0 means a 100% yield; for example, 0.34 means a 34% yield). (1) The reactants are [C:1]([Si:5]([CH3:31])([CH3:30])[O:6][C@H:7]1[CH2:15][CH2:14][CH2:13][C@@:12]2([CH3:16])[C@H:8]1[CH2:9][CH2:10][C@@H:11]2[C:17](=[CH2:29])[CH2:18][CH2:19][CH2:20][C:21]([CH3:28])([O:23][Si:24]([CH3:27])([CH3:26])[CH3:25])[CH3:22])([CH3:4])([CH3:3])[CH3:2].[N+](=[CH:34][C:35]([O:37][CH2:38][CH3:39])=[O:36])=[N-]. The catalyst is ClCCl. The product is [CH2:38]([O:37][C:35]([CH:34]1[CH2:29][C:17]1([C@@H:11]1[C@:12]2([CH3:16])[C@H:8]([C@@H:7]([O:6][Si:5]([C:1]([CH3:2])([CH3:4])[CH3:3])([CH3:31])[CH3:30])[CH2:15][CH2:14][CH2:13]2)[CH2:9][CH2:10]1)[CH2:18][CH2:19][CH2:20][C:21]([CH3:28])([O:23][Si:24]([CH3:27])([CH3:26])[CH3:25])[CH3:22])=[O:36])[CH3:39]. The yield is 0.820. (2) The reactants are [F:1][C:2]1[CH:14]=[C:13]([N+:15]([O-])=O)[CH:12]=[CH:11][C:3]=1[CH2:4][N:5]1[CH2:10][CH2:9][O:8][CH2:7][CH2:6]1.O.NN. The catalyst is C1COCC1.C(O)C.[Ni]. The product is [F:1][C:2]1[CH:14]=[C:13]([NH2:15])[CH:12]=[CH:11][C:3]=1[CH2:4][N:5]1[CH2:10][CH2:9][O:8][CH2:7][CH2:6]1. The yield is 0.940. (3) The reactants are I[C:2]1[CH:3]=[C:4]([OH:8])[CH:5]=[CH:6][CH:7]=1.CCN(C(C)C)C(C)C.[CH3:18][O:19][C:20](=[O:46])[C@@H:21]([NH:31][C:32]([C:34]1[C:35]([CH3:45])=[N:36][C:37]([NH:41][CH2:42][C:43]#[CH:44])=[N:38][C:39]=1[CH3:40])=[O:33])[CH2:22][NH:23][C:24]([C:26]1[S:27][CH:28]=[CH:29][CH:30]=1)=[O:25]. The catalyst is CN(C=O)C.Cl[Pd](Cl)([P](C1C=CC=CC=1)(C1C=CC=CC=1)C1C=CC=CC=1)[P](C1C=CC=CC=1)(C1C=CC=CC=1)C1C=CC=CC=1.[Cu]I. The product is [CH3:18][O:19][C:20](=[O:46])[C@@H:21]([NH:31][C:32]([C:34]1[C:39]([CH3:40])=[N:38][C:37]([NH:41][CH2:42][C:43]#[C:44][C:2]2[CH:7]=[CH:6][CH:5]=[C:4]([OH:8])[CH:3]=2)=[N:36][C:35]=1[CH3:45])=[O:33])[CH2:22][NH:23][C:24]([C:26]1[S:27][CH:28]=[CH:29][CH:30]=1)=[O:25]. The yield is 0.480. (4) The reactants are [F:1][C:2]1[CH:3]=[C:4]([C:21]([O:23][CH3:24])=[O:22])[C:5]2[O:9][C:8]([C:10]3[CH:15]=[CH:14][C:13]([CH2:16][N:17]([CH3:19])[CH3:18])=[CH:12][CH:11]=3)=[CH:7][C:6]=2[CH:20]=1.C1C(=O)N([Cl:32])C(=O)C1.C(OCC)(=O)C. The catalyst is O1CCCC1. The product is [Cl:32][C:7]1[C:6]2[CH:20]=[C:2]([F:1])[CH:3]=[C:4]([C:21]([O:23][CH3:24])=[O:22])[C:5]=2[O:9][C:8]=1[C:10]1[CH:15]=[CH:14][C:13]([CH2:16][N:17]([CH3:19])[CH3:18])=[CH:12][CH:11]=1. The yield is 0.310. (5) The reactants are Br[C:2]1[S:6][C:5]([NH:7][C:8]([NH:10][C:11]2[CH:16]=[CH:15][C:14]([CH3:17])=[CH:13][C:12]=2[C:18]([CH:20]2[CH2:24][CH2:23][CH2:22][CH2:21]2)=[O:19])=[O:9])=[N:4][CH:3]=1.[CH3:25][N:26]1[CH:30]=[CH:29][N:28]=[C:27]1[SH:31]. No catalyst specified. The product is [CH:20]1([C:18]([C:12]2[CH:13]=[C:14]([CH3:17])[CH:15]=[CH:16][C:11]=2[NH:10][C:8]([NH:7][C:5]2[S:6][C:2]([S:31][C:27]3[N:26]([CH3:25])[CH:30]=[CH:29][N:28]=3)=[CH:3][N:4]=2)=[O:9])=[O:19])[CH2:24][CH2:23][CH2:22][CH2:21]1. The yield is 0.320.